Dataset: Catalyst prediction with 721,799 reactions and 888 catalyst types from USPTO. Task: Predict which catalyst facilitates the given reaction. (1) Reactant: [C:1]1([Mg]Br)[CH:6]=[CH:5][CH:4]=[CH:3][CH:2]=1.CO[C:11]1[CH:20]=[CH:19][C:18]2[C:13](=[CH:14][CH:15]=[CH:16][CH:17]=2)[C:12]=1[C:21]([OH:23])=[O:22].O.Cl. Product: [C:1]1([C:11]2[CH:20]=[CH:19][C:18]3[C:13](=[CH:14][CH:15]=[CH:16][CH:17]=3)[C:12]=2[C:21]([OH:23])=[O:22])[CH:6]=[CH:5][CH:4]=[CH:3][CH:2]=1. The catalyst class is: 1. (2) Reactant: [CH3:1][C:2]1[S:3][CH:4]=[C:5]([C:7]([NH:9][C:10]2[C:11]3[C:15]([CH:16]=[C:17](B4OC(C)(C)CC(C)(C)O4)[CH:18]=2)=[N:14][N:13](C2CCCCO2)[CH:12]=3)=[O:8])[N:6]=1.Br[C:36]1[CH:37]=[C:38]2[O:44][CH:43]=[CH:42][C:39]2=[N:40][CH:41]=1.O1CCOCC1.C(=O)([O-])[O-].[Na+].[Na+]. Product: [O:44]1[C:38]2[C:39](=[N:40][CH:41]=[C:36]([C:17]3[CH:16]=[C:15]4[C:11]([CH:12]=[N:13][NH:14]4)=[C:10]([NH:9][C:7]([C:5]4[N:6]=[C:2]([CH3:1])[S:3][CH:4]=4)=[O:8])[CH:18]=3)[CH:37]=2)[CH:42]=[CH:43]1. The catalyst class is: 587. (3) Reactant: [CH3:1][O:2][C:3](=[O:11])[CH2:4][CH:5]1[CH2:10][CH2:9][CH2:8][CH2:7][NH:6]1.C(N(CC)CC)C.[F:19][C:20]([F:32])([F:31])[C:21]1[CH:22]=[C:23]([S:27](Cl)(=[O:29])=[O:28])[CH:24]=[CH:25][CH:26]=1. Product: [CH3:1][O:2][C:3](=[O:11])[CH2:4][CH:5]1[CH2:10][CH2:9][CH2:8][CH2:7][N:6]1[S:27]([C:23]1[CH:24]=[CH:25][CH:26]=[C:21]([C:20]([F:19])([F:31])[F:32])[CH:22]=1)(=[O:29])=[O:28]. The catalyst class is: 4. (4) Reactant: [CH3:1][O:2][C:3]1[CH:9]=[C:8]([O:10][CH3:11])[CH:7]=[CH:6][C:4]=1[NH2:5].[CH:12]([CH:14]=[CH2:15])=O.Cl.[OH-].[Na+]. Product: [CH3:11][O:10][C:8]1[CH:7]=[C:6]2[C:4](=[C:3]([O:2][CH3:1])[CH:9]=1)[N:5]=[CH:15][CH:14]=[CH:12]2. The catalyst class is: 25. (5) Reactant: [CH3:1]/[CH:2]=[CH:3]/[C:4]([CH:6]1[C:11]([CH3:13])([CH3:12])[CH2:10][CH:9]=[CH:8][CH:7]1[CH3:14])=[O:5].[C:15]([O-:19])(=[O:18])[CH2:16][SH:17].[NH4+:20]. Product: [O:5]=[C:4]([CH:6]1[C:11]([CH3:12])([CH3:13])[CH2:10][CH:9]=[CH:8][CH:7]1[CH3:14])[CH2:3][CH:2]([S:17][CH2:16][C:15]([O-:19])=[O:18])[CH3:1].[NH4+:20]. The catalyst class is: 6. (6) Reactant: [C:1](=[N:14][NH2:15])([C:8]1[CH:13]=[CH:12][CH:11]=[CH:10][CH:9]=1)[C:2]1[CH:7]=[CH:6][CH:5]=[CH:4][CH:3]=1.[F:16][CH:17]([F:21])[C:18]([CH3:20])=O.C([O-])(O)=O.[Na+]. Product: [F:16][CH:17]([F:21])[C:18](=[N:15][N:14]=[C:1]([C:8]1[CH:9]=[CH:10][CH:11]=[CH:12][CH:13]=1)[C:2]1[CH:7]=[CH:6][CH:5]=[CH:4][CH:3]=1)[CH3:20]. The catalyst class is: 8.